From a dataset of Full USPTO retrosynthesis dataset with 1.9M reactions from patents (1976-2016). Predict the reactants needed to synthesize the given product. (1) Given the product [CH3:1][C:2]1[N:6]=[C:5]([C:7]2[S:11][C:10]([NH:12][C:24]([C:21]3[CH:22]=[CH:23][S:19][CH:20]=3)=[O:25])=[N:9][C:8]=2[C:13]2[CH:14]=[CH:15][CH:16]=[CH:17][CH:18]=2)[O:4][N:3]=1, predict the reactants needed to synthesize it. The reactants are: [CH3:1][C:2]1[N:6]=[C:5]([C:7]2[S:11][C:10]([NH2:12])=[N:9][C:8]=2[C:13]2[CH:18]=[CH:17][CH:16]=[CH:15][CH:14]=2)[O:4][N:3]=1.[S:19]1[CH:23]=[CH:22][C:21]([C:24](Cl)=[O:25])=[CH:20]1. (2) Given the product [Cl:24][C:20]1[CH:19]=[C:18]([C:17]#[C:16][C:14]2[N:13]=[C:12]([CH3:25])[N:11]([C:7]3[NH:6][C:5](=[O:4])[CH:10]=[N:9][CH:8]=3)[CH:15]=2)[CH:23]=[CH:22][CH:21]=1, predict the reactants needed to synthesize it. The reactants are: C([O:4][C:5]1[CH:10]=[N:9][CH:8]=[C:7]([N:11]2[CH:15]=[C:14]([C:16]#[C:17][C:18]3[CH:23]=[CH:22][CH:21]=[C:20]([Cl:24])[CH:19]=3)[N:13]=[C:12]2[CH3:25])[N:6]=1)C=C.C1([SiH3])C=CC=CC=1.O. (3) Given the product [ClH:26].[Cl:26][C:27]1[CH:28]=[CH:29][C:30]2[CH:34]=[C:33]([C:35]([NH:10][C@@H:9]([C:11]([N:13]3[CH2:14][CH2:15][N:16]([CH:19]4[CH2:20][CH2:21][N:22]([CH3:25])[CH2:23][CH2:24]4)[CH2:17][CH2:18]3)=[O:12])[CH2:8][CH:2]3[CH2:7][CH2:6][CH2:5][CH2:4][CH2:3]3)=[O:36])[S:32][C:31]=2[CH:38]=1, predict the reactants needed to synthesize it. The reactants are: Cl.[CH:2]1([CH2:8][C@H:9]([C:11]([N:13]2[CH2:18][CH2:17][N:16]([CH:19]3[CH2:24][CH2:23][N:22]([CH3:25])[CH2:21][CH2:20]3)[CH2:15][CH2:14]2)=[O:12])[NH2:10])[CH2:7][CH2:6][CH2:5][CH2:4][CH2:3]1.[Cl:26][C:27]1[CH:28]=[CH:29][C:30]2[CH:34]=[C:33]([C:35](O)=[O:36])[S:32][C:31]=2[CH:38]=1.